From a dataset of Reaction yield outcomes from USPTO patents with 853,638 reactions. Predict the reaction yield, written as a fraction of the theoretical maximum amount of product (1.0 means a 100% yield; for example, 0.34 means a 34% yield). (1) The reactants are [F:1][C:2]1[CH:11]=[CH:10][C:5]2[S:6][CH:7]=[C:8]([CH3:9])[C:4]=2[CH:3]=1.C([Li])CCC.CN([CH:20]=[O:21])C.[NH4+].[Cl-]. The catalyst is C1COCC1. The product is [F:1][C:2]1[CH:11]=[CH:10][C:5]2[S:6][C:7]([CH:20]=[O:21])=[C:8]([CH3:9])[C:4]=2[CH:3]=1. The yield is 0.970. (2) The reactants are Br[C:2]1[C:7]([N+:8]([O-:10])=[O:9])=[CH:6][C:5]([CH3:11])=[CH:4][N:3]=1.[C:12]([Cu])#[N:13]. No catalyst specified. The product is [C:12]([C:2]1[C:7]([N+:8]([O-:10])=[O:9])=[CH:6][C:5]([CH3:11])=[CH:4][N:3]=1)#[N:13]. The yield is 0.790. (3) The reactants are [C:1]([O:5][C:6]([N:8]1[CH2:13][CH2:12][C@@H:11]([C:14](O)=[O:15])[C@H:10]([C:17]2[CH:22]=[CH:21][C:20]([F:23])=[CH:19][C:18]=2[CH3:24])[CH2:9]1)=[O:7])([CH3:4])([CH3:3])[CH3:2].[CH:25]1([NH2:28])[CH2:27][CH2:26]1.CCN=C=NCCCN(C)C.Cl.C1C=CC2N(O)N=NC=2C=1. The catalyst is CC#N.O. The product is [CH:25]1([NH:28][C:14]([C@@H:11]2[CH2:12][CH2:13][N:8]([C:6]([O:5][C:1]([CH3:3])([CH3:2])[CH3:4])=[O:7])[CH2:9][C@H:10]2[C:17]2[CH:22]=[CH:21][C:20]([F:23])=[CH:19][C:18]=2[CH3:24])=[O:15])[CH2:27][CH2:26]1. The yield is 0.810. (4) The reactants are [CH:1]([C:3]1[CH:8]=[CH:7][C:6]([C:9]2[C:10]([C:15]#[N:16])=[CH:11][CH:12]=[CH:13][CH:14]=2)=[CH:5][CH:4]=1)=[O:2].[CH3:17][Mg]Br.Cl. The catalyst is O1CCCC1. The product is [OH:2][CH:1]([C:3]1[CH:4]=[CH:5][C:6]([C:9]2[C:10]([C:15]#[N:16])=[CH:11][CH:12]=[CH:13][CH:14]=2)=[CH:7][CH:8]=1)[CH3:17]. The yield is 0.930. (5) The reactants are Cl[C:2]1[N:7]=[C:6]([N:8]2[C:12]3[CH:13]=[CH:14][CH:15]=[CH:16][C:11]=3[N:10]=[C:9]2[CH:17]([F:19])[F:18])[N:5]=[C:4]([N:20]2[CH2:25][CH2:24][O:23][CH2:22][CH2:21]2)[N:3]=1.[NH:26]1[CH2:31][CH2:30][NH:29][CH2:28][CH2:27]1.CC(C)=O. The catalyst is O. The product is [F:18][CH:17]([F:19])[C:9]1[N:8]([C:6]2[N:5]=[C:4]([N:20]3[CH2:25][CH2:24][O:23][CH2:22][CH2:21]3)[N:3]=[C:2]([N:26]3[CH2:31][CH2:30][NH:29][CH2:28][CH2:27]3)[N:7]=2)[C:12]2[CH:13]=[CH:14][CH:15]=[CH:16][C:11]=2[N:10]=1. The yield is 0.930. (6) The reactants are [C:1]([CH2:4][N:5]([CH2:19][C:20]([OH:22])=[O:21])[C:6]1[CH:11]=[CH:10][CH:9]=[C:8]([O:12][C:13]2[CH:18]=[CH:17][CH:16]=[CH:15][CH:14]=2)[CH:7]=1)([OH:3])=O.C(=O)(O)[O-].[Na+]. The catalyst is C(OC(=O)C)(=O)C. The product is [O:12]([C:8]1[CH:7]=[C:6]([N:5]2[CH2:19][C:20](=[O:21])[O:22][C:1](=[O:3])[CH2:4]2)[CH:11]=[CH:10][CH:9]=1)[C:13]1[CH:14]=[CH:15][CH:16]=[CH:17][CH:18]=1. The yield is 1.00. (7) The reactants are [NH:1]1[CH2:6][CH2:5][O:4][CH2:3][CH2:2]1.[CH2:7]([CH:9]1[O:11][CH2:10]1)[Cl:8]. The catalyst is C(O)C. The product is [Cl:8][CH2:7][CH:9]([OH:11])[CH2:10][N:1]1[CH2:6][CH2:5][O:4][CH2:3][CH2:2]1. The yield is 0.370.